From a dataset of Forward reaction prediction with 1.9M reactions from USPTO patents (1976-2016). Predict the product of the given reaction. (1) Given the reactants [N:1]1[CH:6]=[CH:5][C:4]([C:7]2[N:8]=[C:9]([C:12]3([CH2:18][NH2:19])[CH2:17][CH2:16][O:15][CH2:14][CH2:13]3)[S:10][CH:11]=2)=[CH:3][CH:2]=1.[F:20][C:21]([F:37])([F:36])[C:22]1[O:26][N:25]=[C:24]([C:27]2[CH:28]=[C:29]([CH:33]=[CH:34][CH:35]=2)[C:30](O)=[O:31])[N:23]=1, predict the reaction product. The product is: [N:1]1[CH:6]=[CH:5][C:4]([C:7]2[N:8]=[C:9]([C:12]3([CH2:18][NH:19][C:30](=[O:31])[C:29]4[CH:33]=[CH:34][CH:35]=[C:27]([C:24]5[N:23]=[C:22]([C:21]([F:37])([F:36])[F:20])[O:26][N:25]=5)[CH:28]=4)[CH2:13][CH2:14][O:15][CH2:16][CH2:17]3)[S:10][CH:11]=2)=[CH:3][CH:2]=1. (2) Given the reactants [C:1]([O:5][C:6]([N:8]([CH2:34][C@H:35]([OH:42])[C:36]1[CH:37]=[N:38][CH:39]=[CH:40][CH:41]=1)[CH2:9][CH2:10][C:11]1[CH:16]=[CH:15][C:14]([C:17]2[CH:22]=[CH:21][C:20]([C:23]([O:25][CH3:26])=[O:24])=[C:19]([O:27][CH:28]3[CH2:33][CH2:32][CH2:31][CH2:30][CH2:29]3)[CH:18]=2)=[CH:13][CH:12]=1)=[O:7])([CH3:4])([CH3:3])[CH3:2].N1C=CN=C1.[C:48]([Si:52]([CH3:55])([CH3:54])Cl)([CH3:51])([CH3:50])[CH3:49].Cl, predict the reaction product. The product is: [C:1]([O:5][C:6]([N:8]([CH2:34][C@H:35]([O:42][Si:52]([C:48]([CH3:51])([CH3:50])[CH3:49])([CH3:55])[CH3:54])[C:36]1[CH:37]=[N:38][CH:39]=[CH:40][CH:41]=1)[CH2:9][CH2:10][C:11]1[CH:12]=[CH:13][C:14]([C:17]2[CH:22]=[CH:21][C:20]([C:23]([O:25][CH3:26])=[O:24])=[C:19]([O:27][CH:28]3[CH2:33][CH2:32][CH2:31][CH2:30][CH2:29]3)[CH:18]=2)=[CH:15][CH:16]=1)=[O:7])([CH3:4])([CH3:2])[CH3:3].